From a dataset of Reaction yield outcomes from USPTO patents with 853,638 reactions. Predict the reaction yield, written as a fraction of the theoretical maximum amount of product (1.0 means a 100% yield; for example, 0.34 means a 34% yield). (1) The reactants are [C:1]([C:4]12[CH2:11][C:8]([NH:12][C:13](=[O:22])[O:14][CH2:15][C:16]3[CH:21]=[CH:20][CH:19]=[CH:18][CH:17]=3)([CH2:9][CH2:10]1)[CH2:7][CH2:6][CH2:5]2)(=[O:3])[NH2:2].C([O-])([O-])=O.[Cs+].[Cs+].C1C=CC(P(C2C(C3C(P(C4C=CC=CC=4)C4C=CC=CC=4)=CC=C4C=3C=CC=C4)=C3C(C=CC=C3)=CC=2)C2C=CC=CC=2)=CC=1.Cl[C:76]1[CH:81]=[CH:80][N:79]=[C:78]([CH3:82])[N:77]=1. The catalyst is C1(C)C=CC=CC=1.C1C=CC(/C=C/C(/C=C/C2C=CC=CC=2)=O)=CC=1.C1C=CC(/C=C/C(/C=C/C2C=CC=CC=2)=O)=CC=1.C1C=CC(/C=C/C(/C=C/C2C=CC=CC=2)=O)=CC=1.[Pd].[Pd]. The product is [CH3:82][C:78]1[N:79]=[C:80]([NH:2][C:1]([C:4]23[CH2:11][C:8]([NH:12][C:13](=[O:22])[O:14][CH2:15][C:16]4[CH:17]=[CH:18][CH:19]=[CH:20][CH:21]=4)([CH2:9][CH2:10]2)[CH2:7][CH2:6][CH2:5]3)=[O:3])[CH:81]=[CH:76][N:77]=1. The yield is 0.770. (2) The reactants are Br[C:2]1[C:7]([F:8])=[CH:6][C:5]([O:9][CH2:10][CH2:11][O:12][CH3:13])=[CH:4][C:3]=1F.[NH:15]1[CH2:20][CH2:19][NH:18][CH2:17][CH2:16]1.CC([O-])(C)C.[Na+].O. The catalyst is C1(C)C=CC=CC=1.C1C=CC(/C=C/C(/C=C/C2C=CC=CC=2)=O)=CC=1.C1C=CC(/C=C/C(/C=C/C2C=CC=CC=2)=O)=CC=1.C1C=CC(/C=C/C(/C=C/C2C=CC=CC=2)=O)=CC=1.[Pd].[Pd].C1(P(C2C=CC=CC=2)C2C=CC3C(=CC=CC=3)C=2C2C3C(=CC=CC=3)C=CC=2P(C2C=CC=CC=2)C2C=CC=CC=2)C=CC=CC=1. The product is [F:8][C:7]1[CH:2]=[C:3]([N:15]2[CH2:20][CH2:19][NH:18][CH2:17][CH2:16]2)[CH:4]=[C:5]([O:9][CH2:10][CH2:11][O:12][CH3:13])[CH:6]=1. The yield is 0.267. (3) The reactants are C(OC([N:8]([CH2:38][C:39]([O:41]C(C)(C)C)=[O:40])[C:9]1[CH:14]=[CH:13][CH:12]=[C:11]([CH:15]([S:29]([C:32]2[CH:33]=[N:34][CH:35]=[CH:36][CH:37]=2)(=[O:31])=[O:30])[NH:16][CH2:17][C:18]2[CH:23]=[CH:22][C:21]([N:24]3[CH:28]=[N:27][CH:26]=[N:25]3)=[CH:20][CH:19]=2)[N:10]=1)=O)(C)(C)C.C(OC(N(CC(OC(C)(C)C)=O)C1C=CC=C(C(CC2C=CC(C3C=CC=CN=3)=CC=2)NS(C2C=NC=CC=2)(=O)=O)N=1)=O)(C)(C)C. No catalyst specified. The product is [N:34]1[CH:35]=[CH:36][CH:37]=[C:32]([S:29]([CH:15]([NH:16][CH2:17][C:18]2[CH:23]=[CH:22][C:21]([N:24]3[CH:28]=[N:27][CH:26]=[N:25]3)=[CH:20][CH:19]=2)[C:11]2[N:10]=[C:9]([NH:8][CH2:38][C:39]([OH:41])=[O:40])[CH:14]=[CH:13][CH:12]=2)(=[O:30])=[O:31])[CH:33]=1. The yield is 0.880. (4) The yield is 0.720. The product is [C:6]([CH:4]([CH:2]([C:1]([OH:10])=[O:9])[OH:3])[OH:5])([OH:8])=[O:7].[NH:11]1[CH2:21][CH2:20][CH2:19][C@@H:13]([C:14]([O:16][CH2:17][CH3:18])=[O:15])[CH2:12]1. The reactants are [C:1]([OH:10])(=[O:9])[C@@H:2]([C@H:4]([C:6]([OH:8])=[O:7])[OH:5])[OH:3].[NH:11]1[CH2:21][CH2:20][CH2:19][CH:13]([C:14]([O:16][CH2:17][CH3:18])=[O:15])[CH2:12]1.C([C@@H]([C@H](C(O)=O)O)O)(O)=O.N1CCC[C@@H](C(OCC)=O)C1. The catalyst is C(O)(C)C.O. (5) The reactants are [NH2:1][C:2]1[CH:7]=[CH:6][C:5]([CH3:8])=[CH:4][C:3]=1[OH:9].[C:10](N1C=CN=C1)(N1C=CN=C1)=[O:11]. The catalyst is C(#N)C. The product is [CH3:8][C:5]1[CH:6]=[CH:7][C:2]2[NH:1][C:10](=[O:11])[O:9][C:3]=2[CH:4]=1. The yield is 0.900.